From a dataset of Full USPTO retrosynthesis dataset with 1.9M reactions from patents (1976-2016). Predict the reactants needed to synthesize the given product. (1) Given the product [O:11]=[C:5]1[CH:10]([CH2:2][C:3](=[O:4])[C:5]2[CH:10]=[CH:9][CH:8]=[CH:7][CH:6]=2)[CH2:9][CH2:8][CH2:7][CH:6]1[CH2:13][C:12]([O:15][CH2:16][CH3:17])=[O:14], predict the reactants needed to synthesize it. The reactants are: Br[CH2:2][C:3]([C:5]1[CH:10]=[CH:9][CH:8]=[CH:7][CH:6]=1)=[O:4].[OH2:11].[C:12]([O:15][CH2:16][CH3:17])(=[O:14])[CH3:13]. (2) Given the product [CH:1]1([C:7]2[C:8]3[CH:9]=[CH:10][C:11]([C:39](=[O:47])[NH:40][S:41]([CH:44]([CH3:46])[CH3:45])(=[O:42])=[O:43])=[CH:12][C:13]=3[N:14]3[CH2:20][C:19]([C:21]4[N:25]([CH2:26][CH3:27])[N:24]=[CH:23][C:22]=4[C:28]([OH:30])=[O:29])=[CH:18][C:17]4[CH:33]=[C:34]([O:37][CH3:38])[CH:35]=[CH:36][C:16]=4[C:15]=23)[CH2:2][CH2:3][CH2:4][CH2:5][CH2:6]1, predict the reactants needed to synthesize it. The reactants are: [CH:1]1([C:7]2[C:8]3[CH:9]=[CH:10][C:11]([C:39](=[O:47])[NH:40][S:41]([CH:44]([CH3:46])[CH3:45])(=[O:43])=[O:42])=[CH:12][C:13]=3[N:14]3[CH2:20][C:19]([C:21]4[N:25]([CH2:26][CH3:27])[N:24]=[CH:23][C:22]=4[C:28]([O:30]CC)=[O:29])=[CH:18][C:17]4[CH:33]=[C:34]([O:37][CH3:38])[CH:35]=[CH:36][C:16]=4[C:15]=23)[CH2:6][CH2:5][CH2:4][CH2:3][CH2:2]1.CO.[OH-].[Na+].